This data is from Catalyst prediction with 721,799 reactions and 888 catalyst types from USPTO. The task is: Predict which catalyst facilitates the given reaction. (1) Reactant: [F:1][C:2]1[CH:7]=[CH:6][C:5]([C@:8]2([CH2:29][CH2:30][C:31](N)=[O:32])[O:13][C:12](=[O:14])[N:11]([C@H:15]([C:17]3[CH:22]=[CH:21][C:20]([C:23]4[CH:24]=[N:25][CH:26]=[CH:27][CH:28]=4)=[CH:19][CH:18]=3)[CH3:16])[CH2:10][CH2:9]2)=[CH:4][CH:3]=1.C1C=C(Cl)C=C(C(OO)=[O:42])C=1. Product: [F:1][C:2]1[CH:7]=[CH:6][C:5]([C@:8]2([CH2:29][CH2:30][C:31]([OH:32])=[O:42])[O:13][C:12](=[O:14])[N:11]([C@H:15]([C:17]3[CH:22]=[CH:21][C:20]([C:23]4[CH:24]=[N:25][CH:26]=[CH:27][CH:28]=4)=[CH:19][CH:18]=3)[CH3:16])[CH2:10][CH2:9]2)=[CH:4][CH:3]=1. The catalyst class is: 2. (2) Reactant: [CH2:1]([N:6]1[CH2:15][CH2:14][C:13]2[C:8](=[CH:9][C:10]([O:18][CH3:19])=[C:11]([O:16][CH3:17])[CH:12]=2)[C:7]21[CH2:24][CH2:23][CH:22]([C:25]([N:27]1[CH2:32][CH2:31][N:30]([C:33]3[CH:38]=[CH:37][N:36]=[CH:35][CH:34]=3)[CH2:29][CH2:28]1)=[O:26])[CH2:21][CH:20]2[CH:39]1[C:48]2[C:43](=[CH:44][C:45]([O:51][CH3:52])=[C:46]([O:49][CH3:50])[CH:47]=2)[CH2:42][CH2:41][N:40]1[CH2:53][CH3:54])[CH2:2][CH2:3][CH:4]=[CH2:5]. Product: [CH2:1]([N:6]1[CH2:15][CH2:14][C:13]2[C:8](=[CH:9][C:10]([O:18][CH3:19])=[C:11]([O:16][CH3:17])[CH:12]=2)[C:7]21[CH2:24][CH2:23][CH:22]([C:25]([N:27]1[CH2:28][CH2:29][N:30]([C:33]3[CH:38]=[CH:37][N:36]=[CH:35][CH:34]=3)[CH2:31][CH2:32]1)=[O:26])[CH2:21][CH:20]2[CH:39]1[C:48]2[C:43](=[CH:44][C:45]([O:51][CH3:52])=[C:46]([O:49][CH3:50])[CH:47]=2)[CH2:42][CH2:41][N:40]1[CH2:53][CH3:54])[CH2:2][CH2:3][CH2:4][CH3:5]. The catalyst class is: 178. (3) Reactant: [CH3:1][O:2][C:3](=[O:13])[CH2:4][CH2:5][CH2:6][CH:7]1[CH2:12][CH2:11][NH:10][CH2:9][CH2:8]1.C([O-])([O-])=O.[K+].[K+].I[CH2:21][CH2:22][CH2:23][CH2:24][N:25]1[C:33](=[O:34])[CH:32]2[CH:27]([CH:28]=[CH:29][CH:30]=[CH:31]2)[C:26]1=[O:35]. Product: [CH3:1][O:2][C:3](=[O:13])[CH2:4][CH2:5][CH2:6][CH:7]1[CH2:12][CH2:11][N:10]([CH2:21][CH2:22][CH2:23][CH2:24][N:25]2[C:33](=[O:34])[CH:32]3[CH:27]([CH:28]=[CH:29][CH:30]=[CH:31]3)[C:26]2=[O:35])[CH2:9][CH2:8]1. The catalyst class is: 21. (4) Product: [Cl:1][C:2]1[CH:7]=[C:6]([CH:5]=[C:4]([Cl:9])[C:3]=1[O:10][C:11]1[CH:12]=[CH:13][C:14]([N+:17]([O-:19])=[O:18])=[CH:15][CH:16]=1)[C:8]([OH:20])=[O:26]. Reactant: [Cl:1][C:2]1[CH:7]=[C:6]([CH3:8])[CH:5]=[C:4]([Cl:9])[C:3]=1[O:10][C:11]1[CH:16]=[CH:15][C:14]([N+:17]([O-:19])=[O:18])=[CH:13][CH:12]=1.[O-:20][Mn](=O)(=O)=O.[K+].[OH2:26]. The catalyst class is: 436. (5) Reactant: [F:1][C:2]1[CH:7]=[CH:6][C:5]([S:8]([NH:11][C:12]2[C:21]([C:22]([O:24]C)=[O:23])=[C:20]3[C:15]([C:16]4[CH:28]=[CH:27][O:26][C:17]=4[CH2:18][O:19]3)=[CH:14][CH:13]=2)(=[O:10])=[O:9])=[C:4](/[CH:29]=[CH:30]\[CH2:31][N:32]2[CH2:36][CH2:35][C@@H:34]([O:37]C(=O)C)[CH2:33]2)[CH:3]=1.O.[OH-].[Li+].C(O)=O. Product: [F:1][C:2]1[CH:7]=[CH:6][C:5]([S:8]([NH:11][C:12]2[C:21]([C:22]([OH:24])=[O:23])=[C:20]3[C:15]([C:16]4[CH:28]=[CH:27][O:26][C:17]=4[CH2:18][O:19]3)=[CH:14][CH:13]=2)(=[O:9])=[O:10])=[C:4](/[CH:29]=[CH:30]\[CH2:31][N:32]2[CH2:36][CH2:35][C@@H:34]([OH:37])[CH2:33]2)[CH:3]=1. The catalyst class is: 127. (6) Reactant: [Cl:1][C:2]1[CH:40]=[CH:39][C:5]([O:6][CH:7]([CH2:13][C:14]2[CH:19]=[CH:18][C:17]([O:20][CH2:21][CH2:22][O:23][N:24]=[C:25]([C:27]3[CH:32]=[CH:31][C:30]([C:33]4[CH:38]=[CH:37][CH:36]=[CH:35][N:34]=4)=[CH:29][CH:28]=3)[CH3:26])=[CH:16][CH:15]=2)[C:8]([O:10]CC)=[O:9])=[CH:4][CH:3]=1.[OH-].[Na+]. Product: [Cl:1][C:2]1[CH:3]=[CH:4][C:5]([O:6][CH:7]([CH2:13][C:14]2[CH:15]=[CH:16][C:17]([O:20][CH2:21][CH2:22][O:23][N:24]=[C:25]([C:27]3[CH:32]=[CH:31][C:30]([C:33]4[CH:38]=[CH:37][CH:36]=[CH:35][N:34]=4)=[CH:29][CH:28]=3)[CH3:26])=[CH:18][CH:19]=2)[C:8]([OH:10])=[O:9])=[CH:39][CH:40]=1. The catalyst class is: 8. (7) Reactant: [CH2:1]([C:3]([CH2:9][CH3:10])=[C:4]1[CH:8]=[CH:7][CH:6]=[CH:5]1)[CH3:2].[CH3:11][C:12](C=C)=[O:13].[C:16]1(C)C=CC=C[CH:17]=1.CCCCCC. Product: [CH2:1]([C:3](=[C:4]1[CH:8]2[CH2:16][CH2:17][CH:5]1[CH:6]([C:12](=[O:13])[CH3:11])[CH2:7]2)[CH2:9][CH3:10])[CH3:2]. The catalyst class is: 45. (8) Reactant: [C:1]([SiH2:5][O:6][C:7]([CH3:16])([CH3:15])[C:8]1[CH:13]=[CH:12][N:11]=[C:10]([NH2:14])[CH:9]=1)([CH3:4])([CH3:3])[CH3:2].[H-].[Na+].Cl[C:20]1[S:21][C:22]([C:25]#[N:26])=[CH:23][N:24]=1. Product: [C:1]([SiH2:5][O:6][C:7]([CH3:16])([CH3:15])[C:8]1[CH:13]=[CH:12][N:11]=[C:10]([NH:14][C:20]2[S:21][C:22]([C:25]#[N:26])=[CH:23][N:24]=2)[CH:9]=1)([CH3:4])([CH3:2])[CH3:3]. The catalyst class is: 1.